This data is from Full USPTO retrosynthesis dataset with 1.9M reactions from patents (1976-2016). The task is: Predict the reactants needed to synthesize the given product. (1) Given the product [CH:14]1([C:11]2[CH:12]=[CH:13][C:8]3[N:7]=[C:20]([C:22]4[CH:23]=[C:24]([CH:25]=[CH:26][CH:27]=4)[C:28]#[N:29])[CH2:19][C:18](=[O:30])[NH:17][C:9]=3[CH:10]=2)[CH2:16][CH2:15]1, predict the reactants needed to synthesize it. The reactants are: C(OC(=O)[NH:7][C:8]1[CH:13]=[CH:12][C:11]([CH:14]2[CH2:16][CH2:15]2)=[CH:10][C:9]=1[NH:17][C:18](=[O:30])[CH2:19][C:20]([C:22]1[CH:27]=[CH:26][CH:25]=[C:24]([C:28]#[N:29])[CH:23]=1)=O)(C)(C)C.C(O)(C(F)(F)F)=O. (2) Given the product [N:3]1[CH:4]=[CH:5][CH:6]=[CH:7][C:2]=1[CH2:1][C:10](=[O:12])[CH3:11], predict the reactants needed to synthesize it. The reactants are: [CH3:1][C:2]1[CH:7]=[CH:6][CH:5]=[CH:4][N:3]=1.CN(C)[C:10](=[O:12])[CH3:11].C([Li])CCC. (3) Given the product [CH:1]1([CH2:4][O:5][C:6]2[N:11]=[C:10]([C:12]([N:28]3[CH2:27][CH2:26][NH:25][C:24](=[O:29])[C:23]3([CH3:30])[CH3:22])=[O:14])[CH:9]=[CH:8][C:7]=2[N:15]2[CH2:18][C:17]([F:20])([F:19])[CH2:16]2)[CH2:2][CH2:3]1, predict the reactants needed to synthesize it. The reactants are: [CH:1]1([CH2:4][O:5][C:6]2[N:11]=[C:10]([C:12]([OH:14])=O)[CH:9]=[CH:8][C:7]=2[N:15]2[CH2:18][C:17]([F:20])([F:19])[CH2:16]2)[CH2:3][CH2:2]1.Cl.[CH3:22][C:23]1([CH3:30])[NH:28][CH2:27][CH2:26][NH:25][C:24]1=[O:29].CN(C(ON1N=NC2C=CC=CC1=2)=[N+](C)C)C.[B-](F)(F)(F)F.CCN(C(C)C)C(C)C.